Predict the product of the given reaction. From a dataset of Forward reaction prediction with 1.9M reactions from USPTO patents (1976-2016). (1) Given the reactants [Cl:1][C:2]1[CH:10]=[CH:9][CH:8]=[C:7]2[C:3]=1[C:4]([C:15]([OH:17])=O)=[CH:5][N:6]2[CH:11]1[CH2:14][O:13][CH2:12]1.[NH2:18][CH2:19][C:20]([CH:23]1[CH2:27][CH2:26][CH2:25][CH2:24]1)([OH:22])[CH3:21], predict the reaction product. The product is: [CH:23]1([C:20]([OH:22])([CH3:21])[CH2:19][NH:18][C:15]([C:4]2[C:3]3[C:7](=[CH:8][CH:9]=[CH:10][C:2]=3[Cl:1])[N:6]([CH:11]3[CH2:12][O:13][CH2:14]3)[CH:5]=2)=[O:17])[CH2:27][CH2:26][CH2:25][CH2:24]1. (2) Given the reactants Br.Br[CH2:3][C:4]([NH:6][CH2:7][CH2:8][CH2:9][N:10]([CH:12]([CH3:23])[CH2:13][CH2:14][C:15]1[CH:20]=[CH:19][C:18]([Cl:21])=[C:17]([Cl:22])[CH:16]=1)[CH3:11])=[O:5].[NH2:24][C:25]1[CH:34]=[CH:33][C:28]2[N:29]=[C:30]([SH:32])[S:31][C:27]=2[CH:26]=1, predict the reaction product. The product is: [NH2:24][C:25]1[CH:34]=[CH:33][C:28]2[N:29]=[C:30]([S:32][CH2:3][C:4]([NH:6][CH2:7][CH2:8][CH2:9][N:10]([CH:12]([CH3:23])[CH2:13][CH2:14][C:15]3[CH:20]=[CH:19][C:18]([Cl:21])=[C:17]([Cl:22])[CH:16]=3)[CH3:11])=[O:5])[S:31][C:27]=2[CH:26]=1.